Task: Predict the reactants needed to synthesize the given product.. Dataset: Full USPTO retrosynthesis dataset with 1.9M reactions from patents (1976-2016) (1) Given the product [Cl:31][C:32]1[CH:37]=[C:36]([O:38][CH3:39])[CH:35]=[CH:34][C:33]=1[C:40]1[N:41]=[C:42]([CH2:58][CH3:59])[C:43]([NH:48][C@H:49]2[C@@H:53]([O:54][CH2:55][CH2:56][F:57])[CH2:52][N:51]([C:61]([O:63][CH3:64])=[O:62])[CH2:50]2)=[N:44][C:45]=1[CH2:46][CH3:47], predict the reactants needed to synthesize it. The reactants are: C(N1C[C@H](OCC)[C@H](NC2C(CC)=NC(C3C=CC(Cl)=CC=3Cl)=C(CC)N=2)C1)(=O)C.[Cl:31][C:32]1[CH:37]=[C:36]([O:38][CH3:39])[CH:35]=[CH:34][C:33]=1[C:40]1[N:41]=[C:42]([CH2:58][CH3:59])[C:43]([NH:48][C@H:49]2[C@@H:53]([O:54][CH2:55][CH2:56][F:57])[CH2:52][NH:51][CH2:50]2)=[N:44][C:45]=1[CH2:46][CH3:47].Cl[C:61]([O:63][CH3:64])=[O:62]. (2) Given the product [CH:25]1([CH2:24][C@H:3]([NH:2][S:37]([C:32]2[CH:33]=[CH:34][CH:35]=[CH:36][N:31]=2)(=[O:39])=[O:38])[C:4]([NH:6][C@H:7]2[CH2:13][CH2:12][CH2:11][N:10]([S:14]([C:17]3[CH:22]=[CH:21][CH:20]=[CH:19][N:18]=3)(=[O:15])=[O:16])[CH2:9][C:8]2=[O:23])=[O:5])[CH2:30][CH2:29][CH2:28][CH2:27][CH2:26]1, predict the reactants needed to synthesize it. The reactants are: Cl.[NH2:2][C@@H:3]([CH2:24][CH:25]1[CH2:30][CH2:29][CH2:28][CH2:27][CH2:26]1)[C:4]([NH:6][C@H:7]1[CH2:13][CH2:12][CH2:11][N:10]([S:14]([C:17]2[CH:22]=[CH:21][CH:20]=[CH:19][N:18]=2)(=[O:16])=[O:15])[CH2:9][C@@H:8]1[OH:23])=[O:5].[N:31]1[CH:36]=[CH:35][CH:34]=[CH:33][C:32]=1[S:37](Cl)(=[O:39])=[O:38].CC(OI1(OC(C)=O)(OC(C)=O)OC(=O)C2C=CC=CC1=2)=O.